This data is from Peptide-MHC class I binding affinity with 185,985 pairs from IEDB/IMGT. The task is: Regression. Given a peptide amino acid sequence and an MHC pseudo amino acid sequence, predict their binding affinity value. This is MHC class I binding data. (1) The binding affinity (normalized) is 0.0847. The MHC is HLA-B15:01 with pseudo-sequence HLA-B15:01. The peptide sequence is AVLQSGFRK. (2) The peptide sequence is ATFEAVLAK. The MHC is HLA-B46:01 with pseudo-sequence HLA-B46:01. The binding affinity (normalized) is 0.0847. (3) The peptide sequence is NTASELVCSI. The MHC is Mamu-A01 with pseudo-sequence Mamu-A01. The binding affinity (normalized) is 0. (4) The peptide sequence is LPPNLAAST. The MHC is HLA-B54:01 with pseudo-sequence HLA-B54:01. The binding affinity (normalized) is 0.365. (5) The peptide sequence is RLSCAASGFT. The MHC is HLA-A02:03 with pseudo-sequence HLA-A02:03. The binding affinity (normalized) is 0.455. (6) The peptide sequence is LALEGSLQKR. The MHC is HLA-B42:01 with pseudo-sequence HLA-B42:01. The binding affinity (normalized) is 0. (7) The peptide sequence is KSLYNTVATLY. The MHC is HLA-A30:01 with pseudo-sequence HLA-A30:01. The binding affinity (normalized) is 0.0847.